This data is from Full USPTO retrosynthesis dataset with 1.9M reactions from patents (1976-2016). The task is: Predict the reactants needed to synthesize the given product. (1) Given the product [F:41][C:42]([F:56])([F:55])[C:43]1[CH:44]=[C:45]([CH:48]=[C:49]([C:51]([F:54])([F:53])[F:52])[CH:50]=1)[CH2:46][N:28]([CH3:29])[C:27](=[O:30])[C:17]1[C:18]([C:20]2[CH:25]=[CH:24][CH:23]=[CH:22][C:21]=2[CH3:26])=[CH:19][C:14]([N:11]2[CH2:12][CH2:13][N:8]([C:6](=[O:7])[CH2:31][OH:57])[CH2:9][CH2:10]2)=[N:15][CH:16]=1, predict the reactants needed to synthesize it. The reactants are: C(O[C:6]([N:8]1[CH2:13][CH2:12][N:11]([C:14]2[CH:19]=[C:18]([C:20]3[CH:25]=[CH:24][CH:23]=[CH:22][C:21]=3[CH3:26])[C:17]([C:27](=[O:30])[NH:28][CH3:29])=[CH:16][N:15]=2)[CH2:10][CH2:9]1)=[O:7])(C)(C)C.[CH3:31][Si](C)(C)[N-][Si](C)(C)C.[K+].[F:41][C:42]([F:56])([F:55])[C:43]1[CH:44]=[C:45]([CH:48]=[C:49]([C:51]([F:54])([F:53])[F:52])[CH:50]=1)[CH2:46]Br.[OH-:57].[Na+]. (2) Given the product [F:1][C:2]1[CH:9]=[CH:8][CH:7]=[C:6]([F:10])[C:3]=1[CH2:4][S:23][C:26]1[CH2:30][C:29]([CH3:32])([CH3:31])[O:28][N:27]=1, predict the reactants needed to synthesize it. The reactants are: [F:1][C:2]1[CH:9]=[CH:8][CH:7]=[C:6]([F:10])[C:3]=1[CH2:4]O.NC(N)=S.Cl.C(=O)([O-])[O-].[K+].[K+].C[S:23]([C:26]1[CH2:30][C:29]([CH3:32])([CH3:31])[O:28][N:27]=1)(=O)=O. (3) Given the product [C:40]([O:39][C:37]([N:31]1[CH2:32][C@@H:33]2[CH2:36][C@H:30]1[CH2:35][N:34]2[C:2]1[N:11]=[C:10]2[C:5]([C:6](=[O:28])[C:7]([C:23]([O:25][CH2:26][CH3:27])=[O:24])=[CH:8][N:9]2[CH2:12][C:13]2[CH:18]=[CH:17][C:16]([O:19][CH3:20])=[CH:15][C:14]=2[O:21][CH3:22])=[CH:4][C:3]=1[F:29])=[O:38])([CH3:43])([CH3:41])[CH3:42], predict the reactants needed to synthesize it. The reactants are: Cl[C:2]1[N:11]=[C:10]2[C:5]([C:6](=[O:28])[C:7]([C:23]([O:25][CH2:26][CH3:27])=[O:24])=[CH:8][N:9]2[CH2:12][C:13]2[CH:18]=[CH:17][C:16]([O:19][CH3:20])=[CH:15][C:14]=2[O:21][CH3:22])=[CH:4][C:3]=1[F:29].[C@H:30]12[CH2:36][C@H:33]([NH:34][CH2:35]1)[CH2:32][N:31]2[C:37]([O:39][C:40]([CH3:43])([CH3:42])[CH3:41])=[O:38].C(N(C(C)C)CC)(C)C. (4) Given the product [CH3:33][O:34][CH2:35][C@@H:36]([NH:38][C:21]([C:20]1[C:14]2[C:15](=[N:16][CH:17]=[C:12]([C:4]3[N:3]=[C:2]([Cl:1])[N:6]4[CH:7]=[C:8]([F:11])[CH:9]=[CH:10][C:5]=34)[N:13]=2)[N:18]([CH2:24][O:25][CH2:26][CH2:27][Si:28]([CH3:29])([CH3:30])[CH3:31])[CH:19]=1)=[O:23])[CH3:37], predict the reactants needed to synthesize it. The reactants are: [Cl:1][C:2]1[N:6]2[CH:7]=[C:8]([F:11])[CH:9]=[CH:10][C:5]2=[C:4]([C:12]2[N:13]=[C:14]3[C:20]([C:21]([OH:23])=O)=[CH:19][N:18]([CH2:24][O:25][CH2:26][CH2:27][Si:28]([CH3:31])([CH3:30])[CH3:29])[C:15]3=[N:16][CH:17]=2)[N:3]=1.Cl.[CH3:33][O:34][CH2:35][C@@H:36]([NH2:38])[CH3:37].C(N(CC)C(C)C)(C)C.CN(C(ON1N=NC2C=CC=NC1=2)=[N+](C)C)C.F[P-](F)(F)(F)(F)F.